The task is: Predict the reaction yield, written as a fraction of the theoretical maximum amount of product (1.0 means a 100% yield; for example, 0.34 means a 34% yield).. This data is from Reaction yield outcomes from USPTO patents with 853,638 reactions. (1) The reactants are [F:1][C:2]1[CH:18]=[C:17]([N+:19]([O-])=O)[CH:16]=[CH:15][C:3]=1[O:4][C:5]1[C:10]2=[C:11]([CH3:14])[CH:12]=[CH:13][N:9]2[N:8]=[CH:7][N:6]=1.[Cl-].[NH4+]. The catalyst is CO.O1CCCC1.[Zn]. The product is [F:1][C:2]1[CH:18]=[C:17]([NH2:19])[CH:16]=[CH:15][C:3]=1[O:4][C:5]1[C:10]2=[C:11]([CH3:14])[CH:12]=[CH:13][N:9]2[N:8]=[CH:7][N:6]=1. The yield is 0.920. (2) The reactants are [CH3:1][C:2]1[O:3][C:4]([CH3:9])=[C:5]([CH3:8])[C:6]=1[CH3:7].CC(=[O:13])C. No catalyst specified. The product is [CH3:7][CH:6]([CH:5]([CH3:8])[C:4](=[O:3])[CH3:9])[C:2](=[O:13])[CH3:1]. The yield is 0.425. (3) The reactants are [CH3:1][NH:2][C:3]1[N:8]=[C:7]([C:9]2[S:10][C:11]3[CH:19]=[CH:18][CH:17]=[CH:16][C:12]=3[C:13](=[O:15])[N:14]=2)[CH:6]=[CH:5][CH:4]=1.[S:20]1[CH:24]=[CH:23][CH:22]=[C:21]1[C:25](Cl)=[O:26].CN(C)C(=O)C. The catalyst is O. The product is [CH3:1][N:2]([C:3]1[CH:4]=[CH:5][CH:6]=[C:7]([C:9]2[S:10][C:11]3[CH:19]=[CH:18][CH:17]=[CH:16][C:12]=3[C:13](=[O:15])[N:14]=2)[N:8]=1)[C:25]([C:21]1[S:20][CH:24]=[CH:23][CH:22]=1)=[O:26]. The yield is 0.830. (4) The reactants are [CH3:1][O:2][C:3]1[CH:4]=[C:5]2[C:10](=[CH:11][C:12]=1[O:13][CH3:14])[N:9]=[CH:8][N:7]=[C:6]2[O:15][C:16]1[CH:22]=[CH:21][C:19]([NH2:20])=[C:18]([O:23][CH3:24])[CH:17]=1.Cl[C:26](Cl)([O:28][C:29](=[O:35])OC(Cl)(Cl)Cl)Cl.[N:37]1[CH:42]=[CH:41][CH:40]=[CH:39][C:38]=1[CH2:43]CO.C(=O)(O)[O-].[Na+]. The catalyst is C(Cl)Cl.C(N(CC)CC)C.C1(C)C=CC=CC=1. The product is [CH3:1][O:2][C:3]1[CH:4]=[C:5]2[C:10](=[CH:11][C:12]=1[O:13][CH3:14])[N:9]=[CH:8][N:7]=[C:6]2[O:15][C:16]1[CH:22]=[CH:21][C:19]([NH:20][C:29](=[O:35])[O:28][CH2:26][CH2:43][C:38]2[CH:39]=[CH:40][CH:41]=[CH:42][N:37]=2)=[C:18]([O:23][CH3:24])[CH:17]=1. The yield is 0.750. (5) The reactants are [O:1]=[C:2]([N:16]1[CH2:21][CH2:20][N:19]2[C:22]([C:25]([F:28])([F:27])[F:26])=[N:23][N:24]=[C:18]2[CH2:17]1)[CH:3]=[C:4]([NH2:15])[CH2:5][C:6]1[CH:11]=[C:10]([F:12])[C:9]([F:13])=[CH:8][C:7]=1[F:14].C([BH3-])#N.[Na+].Cl. The catalyst is CO. The product is [O:1]=[C:2]([N:16]1[CH2:21][CH2:20][N:19]2[C:22]([C:25]([F:28])([F:27])[F:26])=[N:23][N:24]=[C:18]2[CH2:17]1)[CH2:3][CH:4]([NH2:15])[CH2:5][C:6]1[CH:11]=[C:10]([F:12])[C:9]([F:13])=[CH:8][C:7]=1[F:14]. The yield is 0.999. (6) The reactants are [NH2:1][C:2]1[CH:31]=[CH:30][C:5]2[NH:6][C:7]([C:12]3[C:13](=[O:29])[C:14]([CH2:24][CH2:25][CH:26]4[CH2:28][CH2:27]4)([CH3:23])[C:15]4[C:20]([C:21]=3[OH:22])=[CH:19][CH:18]=[CH:17][CH:16]=4)=[N:8][S:9](=[O:11])(=[O:10])[C:4]=2[CH:3]=1.N1C=CC=CC=1.[CH3:38][S:39](Cl)(=[O:41])=[O:40]. The catalyst is ClCCl. The product is [CH:26]1([CH2:25][CH2:24][C:14]2([CH3:23])[C:15]3[C:20](=[CH:19][CH:18]=[CH:17][CH:16]=3)[C:21]([OH:22])=[C:12]([C:7]3[NH:6][C:5]4[CH:30]=[CH:31][C:2]([NH:1][S:39]([CH3:38])(=[O:41])=[O:40])=[CH:3][C:4]=4[S:9](=[O:11])(=[O:10])[N:8]=3)[C:13]2=[O:29])[CH2:28][CH2:27]1. The yield is 0.770. (7) The reactants are Cl[C:2]1[N:10]=[C:9]2[C:5]([N:6]=[CH:7][NH:8]2)=[C:4]([NH:11][CH:12]2[CH2:20][C:19]3[C:14](=[CH:15][CH:16]=[CH:17][CH:18]=3)[CH2:13]2)[N:3]=1.O.[NH2:22][NH2:23].O. The catalyst is O1CCCC1. The product is [NH:22]([C:2]1[N:10]=[C:9]2[C:5]([N:6]=[CH:7][NH:8]2)=[C:4]([NH:11][CH:12]2[CH2:20][C:19]3[C:14](=[CH:15][CH:16]=[CH:17][CH:18]=3)[CH2:13]2)[N:3]=1)[NH2:23]. The yield is 0.930.